From a dataset of Peptide-MHC class I binding affinity with 185,985 pairs from IEDB/IMGT. Regression. Given a peptide amino acid sequence and an MHC pseudo amino acid sequence, predict their binding affinity value. This is MHC class I binding data. (1) The peptide sequence is YSGLTPEQK. The MHC is HLA-A31:01 with pseudo-sequence HLA-A31:01. The binding affinity (normalized) is 0.104. (2) The peptide sequence is YVSAGESSI. The MHC is HLA-A02:01 with pseudo-sequence HLA-A02:01. The binding affinity (normalized) is 0.0394. (3) The peptide sequence is NVMDPMHGA. The MHC is HLA-A30:02 with pseudo-sequence HLA-A30:02. The binding affinity (normalized) is 0.213. (4) The peptide sequence is KVINLSELL. The MHC is HLA-A24:02 with pseudo-sequence HLA-A24:02. The binding affinity (normalized) is 0.0960. (5) The peptide sequence is LLTACTIFYI. The MHC is H-2-Db with pseudo-sequence H-2-Db. The binding affinity (normalized) is 0.